This data is from Full USPTO retrosynthesis dataset with 1.9M reactions from patents (1976-2016). The task is: Predict the reactants needed to synthesize the given product. (1) Given the product [F:1][C:2]1[CH:7]=[CH:6][C:5]([C:8]2[CH:9]=[C:10]([N:14]3[CH2:15][CH2:16][NH:17][CH2:18][CH2:19]3)[N:11]=[CH:12][N:13]=2)=[CH:4][CH:3]=1, predict the reactants needed to synthesize it. The reactants are: [F:1][C:2]1[CH:7]=[CH:6][C:5]([C:8]2[N:13]=[CH:12][N:11]=[C:10]([N:14]3[CH2:19][CH2:18][N:17](C(OC(C)(C)C)=O)[CH2:16][CH2:15]3)[CH:9]=2)=[CH:4][CH:3]=1.C(OCC)(=O)C.Cl. (2) Given the product [Cl:14][C:15]1[CH:20]=[CH:19][C:18]([C:21]2[CH:22]=[CH:23][C:24]([C:27]#[C:28][C:29]3[CH:30]=[CH:31][C:32](/[C:35](/[CH3:44])=[CH:36]/[C@H:37]([N:39]([CH2:40][CH:41]4[CH2:43][CH2:42]4)[CH2:2][CH2:3][CH3:4])[CH3:38])=[CH:33][CH:34]=3)=[N:25][CH:26]=2)=[CH:17][CH:16]=1, predict the reactants needed to synthesize it. The reactants are: Br[CH2:2][CH2:3][CH3:4].C(N(C(C)C)C(C)C)C.[Cl:14][C:15]1[CH:20]=[CH:19][C:18]([C:21]2[CH:22]=[CH:23][C:24]([C:27]#[C:28][C:29]3[CH:34]=[CH:33][C:32](/[C:35](/[CH3:44])=[CH:36]/[C@H:37]([NH:39][CH2:40][CH:41]4[CH2:43][CH2:42]4)[CH3:38])=[CH:31][CH:30]=3)=[N:25][CH:26]=2)=[CH:17][CH:16]=1. (3) Given the product [Br:1][C:2]1[C:10]([CH3:11])=[CH:9][CH:8]=[CH:7][C:3]=1[C:4]([Cl:15])=[O:5], predict the reactants needed to synthesize it. The reactants are: [Br:1][C:2]1[C:10]([CH3:11])=[CH:9][CH:8]=[CH:7][C:3]=1[C:4](O)=[O:5].C(Cl)(=O)C([Cl:15])=O.